The task is: Predict the product of the given reaction.. This data is from Forward reaction prediction with 1.9M reactions from USPTO patents (1976-2016). (1) Given the reactants [C:1]([O:4][C:5]1[CH:10]=[CH:9][C:8]([NH:11][C:12](=[O:14])[CH3:13])=[C:7]([NH2:15])[CH:6]=1)(=[O:3])[CH3:2].Br[CH2:17][C:18]1[CH:23]=[CH:22][C:21]([C:24]2[CH:29]=[CH:28][CH:27]=[CH:26][CH:25]=2)=[CH:20][C:19]=1[Cl:30].C(=O)([O-])[O-].[K+].[K+], predict the reaction product. The product is: [C:1]([O:4][C:5]1[CH:10]=[CH:9][C:8]([NH:11][C:12](=[O:14])[CH3:13])=[C:7]([NH:15][CH2:17][C:18]2[CH:23]=[CH:22][C:21]([C:24]3[CH:29]=[CH:28][CH:27]=[CH:26][CH:25]=3)=[CH:20][C:19]=2[Cl:30])[CH:6]=1)(=[O:3])[CH3:2]. (2) The product is: [C:1]([O:5][C:6]([C:22]([C:6]([O:5][C:1]([CH3:2])([CH3:3])[CH3:4])=[O:8])([NH2:23])[CH2:21][CH2:20][NH2:19])=[O:7])([CH3:4])([CH3:3])[CH3:2].[C:1]([O:5][C:6]([CH:22]([NH2:23])[CH2:21][CH2:20][NH2:19])=[O:7])([CH3:4])([CH3:3])[CH3:2]. Given the reactants [C:1]([O:5][C:6]([O:8]N=C(C1C=CC=CC=1)C#N)=[O:7])([CH3:4])([CH3:3])[CH3:2].[NH2:19][CH2:20][CH2:21][CH2:22][NH2:23], predict the reaction product. (3) Given the reactants [Br:1][C:2]1[N:3]([CH2:17][O:18][CH2:19][CH2:20][Si:21]([CH3:24])([CH3:23])[CH3:22])[N:4]=[C:5]2[C:10]=1[CH:9]=[C:8]([C:11]([F:14])([F:13])[F:12])[CH:7]=[C:6]2[CH2:15]O.C1(P(C2C=CC=CC=2)C2C=CC=CC=2)C=CC=CC=1.[Br:44]N1C(=O)CCC1=O, predict the reaction product. The product is: [Br:1][C:2]1[N:3]([CH2:17][O:18][CH2:19][CH2:20][Si:21]([CH3:24])([CH3:23])[CH3:22])[N:4]=[C:5]2[C:10]=1[CH:9]=[C:8]([C:11]([F:14])([F:13])[F:12])[CH:7]=[C:6]2[CH2:15][Br:44]. (4) Given the reactants [Cl:1][C:2]1[CH:7]=[CH:6][C:5]([CH:8]([C:13]2[C:21]3[C:16](=[C:17]([CH2:22][S:23][CH3:24])[CH:18]=[CH:19][CH:20]=3)[NH:15][CH:14]=2)[CH2:9][CH2:10][CH2:11][OH:12])=[CH:4][CH:3]=1.ClCCl.ClC1C=CC=C(C(OO)=[O:36])C=1, predict the reaction product. The product is: [Cl:1][C:2]1[CH:3]=[CH:4][C:5]([CH:8]([C:13]2[C:21]3[C:16](=[C:17]([CH2:22][S:23]([CH3:24])=[O:36])[CH:18]=[CH:19][CH:20]=3)[NH:15][CH:14]=2)[CH2:9][CH2:10][CH2:11][OH:12])=[CH:6][CH:7]=1. (5) Given the reactants Cl[CH2:2][CH2:3][C:4]([C:10]1[CH:15]=[CH:14][CH:13]=[CH:12][CH:11]=1)([OH:9])[CH2:5][C:6]([CH3:8])=[CH2:7].[Br:16][C:17]1[CH:22]=[CH:21][C:20]([C@@H:23]([NH2:25])[CH3:24])=[CH:19][CH:18]=1.C([O-])([O-])=O.[K+].[K+], predict the reaction product. The product is: [Br:16][C:17]1[CH:22]=[CH:21][C:20]([C@@H:23]([NH:25][CH2:2][CH2:3][C:4]([C:10]2[CH:15]=[CH:14][CH:13]=[CH:12][CH:11]=2)([OH:9])[CH2:5][C:6]([CH3:8])=[CH2:7])[CH3:24])=[CH:19][CH:18]=1.